This data is from Forward reaction prediction with 1.9M reactions from USPTO patents (1976-2016). The task is: Predict the product of the given reaction. (1) Given the reactants [CH3:1][C:2]1[NH:3][C:4]([NH2:7])=[N:5][N:6]=1.[CH3:8][O:9][CH:10]1[CH2:15][CH2:14][CH2:13][CH2:12][C:11]1=O.C([BH3-])#N.[Na+].O, predict the reaction product. The product is: [CH3:8][O:9][CH:10]1[CH2:15][CH2:14][CH2:13][CH2:12][CH:11]1[NH:7][C:4]1[NH:3][C:2]([CH3:1])=[N:6][N:5]=1. (2) Given the reactants Cl[C:2]1[CH:7]=[N:6][C:5]([C:8]2[CH:13]=[CH:12][CH:11]=[CH:10][CH:9]=2)=[C:4]([C:14]2[CH:19]=[CH:18][CH:17]=[CH:16][CH:15]=2)[N:3]=1.[Si:20]([O:27][CH2:28][CH2:29][CH:30]1[CH2:35][CH2:34][CH2:33][NH:32][CH2:31]1)([C:23]([CH3:26])([CH3:25])[CH3:24])([CH3:22])[CH3:21], predict the reaction product. The product is: [Si:20]([O:27][CH2:28][CH2:29][CH:30]1[CH2:35][CH2:34][CH2:33][N:32]([C:2]2[CH:7]=[N:6][C:5]([C:8]3[CH:13]=[CH:12][CH:11]=[CH:10][CH:9]=3)=[C:4]([C:14]3[CH:19]=[CH:18][CH:17]=[CH:16][CH:15]=3)[N:3]=2)[CH2:31]1)([C:23]([CH3:25])([CH3:26])[CH3:24])([CH3:22])[CH3:21]. (3) The product is: [CH3:1][O:2][C:3]1[CH:8]=[CH:7][C:6]([O:9][C:16](=[O:18])[CH3:17])=[CH:5][CH:4]=1. Given the reactants [CH3:1][O:2][C:3]1[CH:8]=[CH:7][C:6]([OH:9])=[CH:5][CH:4]=1.C([O-])([O-])=O.[K+].[K+].[C:16](OC(=O)C)(=[O:18])[CH3:17], predict the reaction product. (4) The product is: [C:1]([O:5][C:6]([N:8]1[CH2:13][CH2:12][CH:11]([CH:14]2[O:23][C:17]3=[CH:18][N:19]=[C:20]([C:32]4[CH:33]=[CH:34][C:29]([C:27](=[O:28])[NH:26][CH2:24][CH3:25])=[CH:30][CH:31]=4)[CH:21]=[C:16]3[CH2:15]2)[CH2:10][CH2:9]1)=[O:7])([CH3:4])([CH3:3])[CH3:2]. Given the reactants [C:1]([O:5][C:6]([N:8]1[CH2:13][CH2:12][CH:11]([CH:14]2[O:23][C:17]3=[CH:18][N:19]=[C:20](Cl)[CH:21]=[C:16]3[CH2:15]2)[CH2:10][CH2:9]1)=[O:7])([CH3:4])([CH3:3])[CH3:2].[CH2:24]([NH:26][C:27]([C:29]1[CH:34]=[CH:33][C:32](B(O)O)=[CH:31][CH:30]=1)=[O:28])[CH3:25], predict the reaction product.